Dataset: Reaction yield outcomes from USPTO patents with 853,638 reactions. Task: Predict the reaction yield, written as a fraction of the theoretical maximum amount of product (1.0 means a 100% yield; for example, 0.34 means a 34% yield). The reactants are [Mn]([O-])(=O)(=O)=O.[K+].[CH:7]1([N:10]2[C:14]([S:15][CH3:16])=[N:13][N:12]=[C:11]2[C:17]2[CH:22]=[CH:21][N:20]=[CH:19][CH:18]=2)[CH2:9][CH2:8]1.S([O-])(O)=[O:24].[Na+].[OH2:28]. The catalyst is C(O)(=O)C. The product is [CH:7]1([N:10]2[C:14]([S:15]([CH3:16])(=[O:24])=[O:28])=[N:13][N:12]=[C:11]2[C:17]2[CH:22]=[CH:21][N:20]=[CH:19][CH:18]=2)[CH2:9][CH2:8]1. The yield is 0.940.